This data is from Reaction yield outcomes from USPTO patents with 853,638 reactions. The task is: Predict the reaction yield, written as a fraction of the theoretical maximum amount of product (1.0 means a 100% yield; for example, 0.34 means a 34% yield). (1) The reactants are [Br:1][C:2]1[CH:7]=[CH:6][C:5]([NH:8][C:9]([NH:11][NH:12][C:13](=O)[CH2:14][C@@H:15]2[CH2:19][CH2:18][N:17]([C:20]([CH:22]3[CH2:24][CH2:23]3)=[O:21])[CH2:16]2)=[O:10])=[C:4]([Cl:26])[CH:3]=1.C([O-])([O-])=O.[K+].[K+]. The catalyst is O. The product is [Br:1][C:2]1[CH:7]=[CH:6][C:5]([N:8]2[C:13]([CH2:14][C@@H:15]3[CH2:19][CH2:18][N:17]([C:20]([CH:22]4[CH2:24][CH2:23]4)=[O:21])[CH2:16]3)=[N:12][NH:11][C:9]2=[O:10])=[C:4]([Cl:26])[CH:3]=1. The yield is 0.460. (2) The reactants are I[C:2]1[C:7]([O:8][C:9]2[C:18]3[C:13](=[CH:14][C:15]([O:21][CH3:22])=[C:16]([O:19][CH3:20])[CH:17]=3)[N:12]=[CH:11][CH:10]=2)=[CH:6][CH:5]=[C:4]([CH3:23])[N:3]=1.[CH3:24][Si:25]([C:28]#[CH:29])([CH3:27])[CH3:26].C(N(C(C)C)CC)(C)C. The catalyst is O1CCCC1.Cl[Pd](Cl)([P](C1C=CC=CC=1)(C1C=CC=CC=1)C1C=CC=CC=1)[P](C1C=CC=CC=1)(C1C=CC=CC=1)C1C=CC=CC=1.[Cu](I)I. The product is [CH3:20][O:19][C:16]1[CH:17]=[C:18]2[C:13](=[CH:14][C:15]=1[O:21][CH3:22])[N:12]=[CH:11][CH:10]=[C:9]2[O:8][C:7]1[C:2]([C:29]#[C:28][Si:25]([CH3:27])([CH3:26])[CH3:24])=[N:3][C:4]([CH3:23])=[CH:5][CH:6]=1. The yield is 0.580.